The task is: Predict the reactants needed to synthesize the given product.. This data is from Full USPTO retrosynthesis dataset with 1.9M reactions from patents (1976-2016). (1) Given the product [Cl:1][CH2:2][CH:3]1[O:7][C:6](=[O:8])[N:5]([C:10]2[CH:15]=[CH:14][C:13]([Cl:16])=[CH:12][N:11]=2)[CH2:4]1, predict the reactants needed to synthesize it. The reactants are: [Cl:1][CH2:2][CH:3]1[O:7][C:6](=[O:8])[NH:5][CH2:4]1.Br[C:10]1[CH:15]=[CH:14][C:13]([Cl:16])=[CH:12][N:11]=1.C(=O)([O-])[O-].[Cs+].[Cs+].CC1(C)C2C=CC=C(P(C3C=CC=CC=3)C3C=CC=CC=3)C=2OC2C1=CC=CC=2P(C1C=CC=CC=1)C1C=CC=CC=1. (2) Given the product [CH3:1][O:2][C:3]1[CH:4]=[C:5]([CH:38]=[CH:39][C:40]=1[O:41][CH3:42])[CH2:6][C:7]1[N:11]([C:12]2[CH:17]=[C:16]([CH2:18][CH2:19][C:20]3[CH:25]=[CH:24][C:23]([CH3:26])=[CH:22][N:21]=3)[N:15]=[C:14]([CH3:27])[N:13]=2)[N:10]=[C:9]([NH2:28])[N:8]=1, predict the reactants needed to synthesize it. The reactants are: [CH3:1][O:2][C:3]1[CH:4]=[C:5]([CH:38]=[CH:39][C:40]=1[O:41][CH3:42])[CH2:6][C:7]1[N:11]([C:12]2[CH:17]=[C:16]([CH2:18][CH2:19][C:20]3[CH:25]=[CH:24][C:23]([CH3:26])=[CH:22][N:21]=3)[N:15]=[C:14]([CH3:27])[N:13]=2)[N:10]=[C:9]([NH:28]CC2C=CC(OC)=CC=2)[N:8]=1. (3) Given the product [CH3:21][O:22][C:23]([C:25]1[CH:34]=[C:33]([O:35][CH2:36][C:37]2[CH:38]=[CH:39][CH:40]=[CH:41][CH:42]=2)[C:32]2[C:27](=[C:28]([N+:44]([O-:46])=[O:45])[CH:29]=[CH:30][C:31]=2[N:18]2[CH2:19][CH2:20][N:15]([CH2:8][C:9]3[CH:10]=[CH:11][CH:12]=[CH:13][CH:14]=3)[CH2:16][CH2:17]2)[N:26]=1)=[O:24], predict the reactants needed to synthesize it. The reactants are: CN1CCNCC1.[CH2:8]([N:15]1[CH2:20][CH2:19][NH:18][CH2:17][CH2:16]1)[C:9]1[CH:14]=[CH:13][CH:12]=[CH:11][CH:10]=1.[CH3:21][O:22][C:23]([C:25]1[CH:34]=[C:33]([O:35][CH2:36][C:37]2[CH:42]=[CH:41][CH:40]=[CH:39][CH:38]=2)[C:32]2[C:27](=[C:28]([N+:44]([O-:46])=[O:45])[CH:29]=[C:30](Br)[CH:31]=2)[N:26]=1)=[O:24].COC(C1C=C(OCC2C=CC=CC=2)C2C(=C([N+]([O-])=O)C=CC=2Br)N=1)=O. (4) Given the product [Br:33][C:34]1[CH:40]=[C:39]([C:41]([F:50])([C:42]([F:44])([F:45])[F:43])[C:46]([F:47])([F:49])[F:48])[CH:38]=[C:37]([C:51]([F:52])([F:53])[F:54])[C:35]=1[NH:36][C:7](=[O:9])[C:6]1[CH:10]=[CH:11][C:3]([C:1]#[N:2])=[C:4]([F:13])[C:5]=1[F:12], predict the reactants needed to synthesize it. The reactants are: [C:1]([C:3]1[CH:11]=[CH:10][C:6]([C:7]([OH:9])=O)=[C:5]([F:12])[C:4]=1[F:13])#[N:2].C(Cl)(=O)C(Cl)=O.C(C1C=CC(C(Cl)=O)=C(F)C=1F)#N.[Br:33][C:34]1[CH:40]=[C:39]([C:41]([F:50])([C:46]([F:49])([F:48])[F:47])[C:42]([F:45])([F:44])[F:43])[CH:38]=[C:37]([C:51]([F:54])([F:53])[F:52])[C:35]=1[NH2:36]. (5) Given the product [S:29]([C:23]1[CH:28]=[CH:27][CH:26]=[CH:25][CH:24]=1)([OH:32])(=[O:31])=[O:30].[C:1]([C@@H:3]1[CH2:7][CH2:6][CH2:5][N:4]1[C:8](=[O:22])[CH2:9][NH:10][C@H:11]1[CH2:12][CH2:13][C@H:14]([C:17]([N:19]([CH3:20])[CH3:21])=[O:18])[CH2:15][CH2:16]1)#[N:2], predict the reactants needed to synthesize it. The reactants are: [C:1]([C@@H:3]1[CH2:7][CH2:6][CH2:5][N:4]1[C:8](=[O:22])[CH2:9][NH:10][C@H:11]1[CH2:16][CH2:15][C@H:14]([C:17]([N:19]([CH3:21])[CH3:20])=[O:18])[CH2:13][CH2:12]1)#[N:2].[C:23]1([S:29]([OH:32])(=[O:31])=[O:30])[CH:28]=[CH:27][CH:26]=[CH:25][CH:24]=1. (6) Given the product [CH3:1][NH:2][C:3]([C:5]1[CH:6]=[C:7]([O:11][C:12]2[CH:17]=[CH:16][C:15]([NH:18][C:19]([NH:21][C:22]3[CH:23]=[CH:24][C:25]([Cl:32])=[C:26]([C:28]([F:31])([F:29])[F:30])[CH:27]=3)=[O:20])=[CH:14][CH:13]=2)[CH:8]=[CH:9][N:10]=1)=[O:4].[ClH:33], predict the reactants needed to synthesize it. The reactants are: [CH3:1][NH:2][C:3]([C:5]1[CH:6]=[C:7]([O:11][C:12]2[CH:13]=[CH:14][C:15]([NH:18][C:19]([NH:21][C:22]3[CH:23]=[CH:24][C:25]([Cl:32])=[C:26]([C:28]([F:31])([F:30])[F:29])[CH:27]=3)=[O:20])=[CH:16][CH:17]=2)[CH:8]=[CH:9][N:10]=1)=[O:4].[ClH:33].C(OC(C)C)(C)C. (7) Given the product [NH2:19][C:2]1[CH2:7][CH2:6][N:5]([C:8]([O:10][C:11]([CH3:14])([CH3:13])[CH3:12])=[O:9])[CH2:4][C:3]=1[C:15]([O:17][CH3:18])=[O:16], predict the reactants needed to synthesize it. The reactants are: O=[C:2]1[CH2:7][CH2:6][N:5]([C:8]([O:10][C:11]([CH3:14])([CH3:13])[CH3:12])=[O:9])[CH2:4][CH:3]1[C:15]([O:17][CH3:18])=[O:16].[NH4+:19]. (8) The reactants are: [C:1](OC(=O)C)(=[O:3])[CH3:2].[CH2:8]([C:15]1[C:16]2[CH2:39][NH:38][CH2:37][CH2:36][C:17]=2[N:18]=[C:19]([NH:21][C:22]2[CH:27]=[CH:26][C:25]([N:28]3[CH:32]=[C:31]([CH3:33])[N:30]=[CH:29]3)=[C:24]([O:34][CH3:35])[CH:23]=2)[N:20]=1)[C:9]1[CH:14]=[CH:13][CH:12]=[CH:11][CH:10]=1. Given the product [CH2:8]([C:15]1[C:16]2[CH2:39][N:38]([C:1](=[O:3])[CH3:2])[CH2:37][CH2:36][C:17]=2[N:18]=[C:19]([NH:21][C:22]2[CH:27]=[CH:26][C:25]([N:28]3[CH:32]=[C:31]([CH3:33])[N:30]=[CH:29]3)=[C:24]([O:34][CH3:35])[CH:23]=2)[N:20]=1)[C:9]1[CH:10]=[CH:11][CH:12]=[CH:13][CH:14]=1, predict the reactants needed to synthesize it. (9) Given the product [CH3:1][N:2]([CH3:21])[C@H:3]1[CH2:7][CH2:6][N:5]([C:8]2[CH:20]=[CH:19][C:11]([C:12]([OH:14])=[O:13])=[CH:10][CH:9]=2)[CH2:4]1, predict the reactants needed to synthesize it. The reactants are: [CH3:1][N:2]([CH3:21])[C@H:3]1[CH2:7][CH2:6][N:5]([C:8]2[CH:20]=[CH:19][C:11]([C:12]([O:14]C(C)(C)C)=[O:13])=[CH:10][CH:9]=2)[CH2:4]1.FC(F)(F)C(O)=O. (10) Given the product [CH2:27]([O:34][CH2:35][CH:36]([NH:38][C:2]1[CH:7]=[CH:6][C:5]([C:8]2[O:12][N:11]=[C:10]([C:13]3[CH:18]=[CH:17][C:16]([O:19][CH:20]([CH3:22])[CH3:21])=[C:15]([C:23]([F:26])([F:25])[F:24])[CH:14]=3)[N:9]=2)=[CH:4][CH:3]=1)[CH3:37])[C:28]1[CH:33]=[CH:32][CH:31]=[CH:30][CH:29]=1, predict the reactants needed to synthesize it. The reactants are: F[C:2]1[CH:7]=[CH:6][C:5]([C:8]2[O:12][N:11]=[C:10]([C:13]3[CH:18]=[CH:17][C:16]([O:19][CH:20]([CH3:22])[CH3:21])=[C:15]([C:23]([F:26])([F:25])[F:24])[CH:14]=3)[N:9]=2)=[CH:4][CH:3]=1.[CH2:27]([O:34][CH2:35][CH:36]([NH2:38])[CH3:37])[C:28]1[CH:33]=[CH:32][CH:31]=[CH:30][CH:29]=1.C(=O)([O-])[O-].[K+].[K+].